This data is from Catalyst prediction with 721,799 reactions and 888 catalyst types from USPTO. The task is: Predict which catalyst facilitates the given reaction. Reactant: [CH:1]([C:3]1[CH:4]=[C:5]([CH2:9][C:10]([O:12][CH3:13])=[O:11])[CH:6]=[CH:7][CH:8]=1)=O.[NH2:14][CH2:15][CH2:16][CH2:17][N:18]1[C:30]2[C:29]3[CH:28]=[CH:27][CH:26]=[CH:25][C:24]=3[N:23]=[C:22]([NH2:31])[C:21]=2[N:20]=[C:19]1[CH2:32][O:33][CH2:34][CH3:35].C(O[BH-](OC(=O)C)OC(=O)C)(=O)C.[Na+]. Product: [NH2:31][C:22]1[C:21]2[N:20]=[C:19]([CH2:32][O:33][CH2:34][CH3:35])[N:18]([CH2:17][CH2:16][CH2:15][NH:14][CH2:1][C:3]3[CH:4]=[C:5]([CH2:9][C:10]([O:12][CH3:13])=[O:11])[CH:6]=[CH:7][CH:8]=3)[C:30]=2[C:29]2[CH:28]=[CH:27][CH:26]=[CH:25][C:24]=2[N:23]=1. The catalyst class is: 1.